This data is from Peptide-MHC class I binding affinity with 185,985 pairs from IEDB/IMGT. The task is: Regression. Given a peptide amino acid sequence and an MHC pseudo amino acid sequence, predict their binding affinity value. This is MHC class I binding data. (1) The peptide sequence is RMRGAHTNDVK. The MHC is HLA-B08:01 with pseudo-sequence HLA-B08:01. The binding affinity (normalized) is 0. (2) The peptide sequence is KTTKSWLQK. The MHC is HLA-B27:03 with pseudo-sequence HLA-B27:03. The binding affinity (normalized) is 0.0847. (3) The peptide sequence is LVFGIELMEV. The MHC is HLA-A02:01 with pseudo-sequence HLA-A02:01. The binding affinity (normalized) is 0.658. (4) The peptide sequence is YTVKYPNN. The MHC is H-2-Kb with pseudo-sequence H-2-Kb. The binding affinity (normalized) is 0.174. (5) The peptide sequence is YHSQGSWYK. The MHC is HLA-B15:17 with pseudo-sequence HLA-B15:17. The binding affinity (normalized) is 0.0847. (6) The peptide sequence is KVGAGAFGL. The MHC is HLA-A02:03 with pseudo-sequence HLA-A02:03. The binding affinity (normalized) is 0.0339. (7) The peptide sequence is AVAVHDFFK. The MHC is HLA-A02:01 with pseudo-sequence HLA-A02:01. The binding affinity (normalized) is 0.0847. (8) The peptide sequence is RIKTRLFTI. The MHC is HLA-A31:01 with pseudo-sequence HLA-A31:01. The binding affinity (normalized) is 0.0847. (9) The peptide sequence is IVDYVTAYG. The MHC is HLA-B40:01 with pseudo-sequence HLA-B40:01. The binding affinity (normalized) is 0.0847. (10) The peptide sequence is MWTLMYFHR. The MHC is HLA-A31:01 with pseudo-sequence HLA-A31:01. The binding affinity (normalized) is 0.810.